This data is from NCI-60 drug combinations with 297,098 pairs across 59 cell lines. The task is: Regression. Given two drug SMILES strings and cell line genomic features, predict the synergy score measuring deviation from expected non-interaction effect. Drug 1: C1=C(C(=O)NC(=O)N1)N(CCCl)CCCl. Drug 2: CC1C(C(CC(O1)OC2CC(OC(C2O)C)OC3=CC4=CC5=C(C(=O)C(C(C5)C(C(=O)C(C(C)O)O)OC)OC6CC(C(C(O6)C)O)OC7CC(C(C(O7)C)O)OC8CC(C(C(O8)C)O)(C)O)C(=C4C(=C3C)O)O)O)O. Cell line: CCRF-CEM. Synergy scores: CSS=43.3, Synergy_ZIP=-4.60, Synergy_Bliss=-9.46, Synergy_Loewe=-9.88, Synergy_HSA=-9.62.